This data is from Forward reaction prediction with 1.9M reactions from USPTO patents (1976-2016). The task is: Predict the product of the given reaction. (1) Given the reactants [NH2:1][CH2:2][CH2:3][CH2:4][N:5]1[C:17]2[C:16]3[CH:15]=[CH:14][CH:13]=[CH:12][C:11]=3[N:10]=[C:9]([NH2:18])[C:8]=2[N:7]=[C:6]1[CH2:19][CH2:20][O:21][CH3:22].[CH2:23]([N:26]=[C:27]=[S:28])[CH2:24][CH3:25], predict the reaction product. The product is: [NH2:18][C:9]1[C:8]2[N:7]=[C:6]([CH2:19][CH2:20][O:21][CH3:22])[N:5]([CH2:4][CH2:3][CH2:2][NH:1][C:27]([NH:26][CH2:23][CH2:24][CH3:25])=[S:28])[C:17]=2[C:16]2[CH:15]=[CH:14][CH:13]=[CH:12][C:11]=2[N:10]=1. (2) Given the reactants [CH3:1][O:2][C:3]1[CH:4]=[CH:5][C:6]2[C:10]([O:11][C:12]3[CH:26]=[CH:25][C:15]([O:16][CH2:17][CH2:18][N:19]4[CH2:24][CH2:23][CH2:22][CH2:21][CH2:20]4)=[CH:14][CH:13]=3)=[CH:9][S:8](=O)(=O)[C:7]=2[CH:29]=1.[H-].C([Al+]CC(C)C)C(C)C.C(C(C(C([O-])=O)O)O)([O-])=O.[K+].[Na+], predict the reaction product. The product is: [CH3:1][O:2][C:3]1[CH:4]=[CH:5][C:6]2[C:10]([O:11][C:12]3[CH:13]=[CH:14][C:15]([O:16][CH2:17][CH2:18][N:19]4[CH2:24][CH2:23][CH2:22][CH2:21][CH2:20]4)=[CH:25][CH:26]=3)=[CH:9][S:8][C:7]=2[CH:29]=1. (3) The product is: [CH:17]12[C:25](=[C:8]([C:5]3[CH:6]=[CH:7][C:2]([Br:1])=[CH:3][CH:4]=3)[C:10]3[CH:15]=[CH:14][C:13]([OH:16])=[CH:12][CH:11]=3)[CH:21]([CH2:22][CH2:23][CH2:24]1)[CH2:20][CH2:19][CH2:18]2. Given the reactants [Br:1][C:2]1[CH:7]=[CH:6][C:5]([C:8]([C:10]2[CH:15]=[CH:14][C:13]([OH:16])=[CH:12][CH:11]=2)=O)=[CH:4][CH:3]=1.[CH:17]12[C:25](=O)[CH:21]([CH2:22][CH2:23][CH2:24]1)[CH2:20][CH2:19][CH2:18]2.O.C([O-])([O-])=O.[K+].[K+], predict the reaction product. (4) Given the reactants [C:1]1([C@H:7]2[C:16]3[C:11](=[CH:12][CH:13]=[CH:14][CH:15]=3)[CH2:10][CH2:9][NH:8]2)[CH:6]=[CH:5][CH:4]=[CH:3][CH:2]=1.[C:17](=[O:20])([O-:19])[O-].[Na+].[Na+].[CH2:23]([O:25][C:26](Cl)=[O:27])[CH3:24], predict the reaction product. The product is: [CH:4]1[CH:5]=[CH:6][C:1]([C@@H:7]2[N:8]([C:26]([O:25][C@@H:23]3[CH:11]4[CH2:10][CH2:9][N:8]([CH2:7][CH2:16]4)[CH2:24]3)=[O:27])[CH2:9][CH2:10][C:11]3[CH:12]=[CH:13][CH:14]=[CH:15][C:16]2=3)=[CH:2][CH:3]=1.[CH2:1]([C:26]([OH:25])=[O:27])[CH2:2][C:17]([OH:19])=[O:20]. (5) Given the reactants C(N(CC)C(C)C)(C)C.[C:10]([O:14][C:15]([N:17]1[CH2:22][CH2:21][C:20]([NH2:24])([CH3:23])[CH2:19][CH2:18]1)=[O:16])([CH3:13])([CH3:12])[CH3:11].Cl[CH2:26][C:27]([N:29]1[CH2:33][CH2:32][CH2:31][C@H:30]1[C:34]#[N:35])=[O:28].O, predict the reaction product. The product is: [C:10]([O:14][C:15]([N:17]1[CH2:22][CH2:21][C:20]([NH:24][CH2:26][C:27]([N:29]2[CH2:33][CH2:32][CH2:31][C@H:30]2[C:34]#[N:35])=[O:28])([CH3:23])[CH2:19][CH2:18]1)=[O:16])([CH3:13])([CH3:11])[CH3:12].